From a dataset of Reaction yield outcomes from USPTO patents with 853,638 reactions. Predict the reaction yield, written as a fraction of the theoretical maximum amount of product (1.0 means a 100% yield; for example, 0.34 means a 34% yield). (1) The reactants are [CH2:1]([C:8]1[N:12]=[C:11]([CH2:13][CH2:14][C:15]([OH:17])=O)[O:10][N:9]=1)[C:2]1[CH:7]=[CH:6][CH:5]=[CH:4][CH:3]=1.[CH2:18]([N:23]1[C:31]2[N:30]=[C:29]([C:32]([F:35])([F:34])[F:33])[NH:28][C:27]=2[C:26](=[O:36])[NH:25]/[C:24]/1=[N:37]\[NH2:38])[CH2:19][CH2:20][CH2:21][CH3:22].F[P-](F)(F)(F)(F)F.N1(O[P+](N(C)C)(N(C)C)N(C)C)C2C=CC=CC=2N=N1.C(N(CC)CC)C. The catalyst is CN(C=O)C.CCOC(C)=O. The product is [CH2:1]([C:8]1[N:12]=[C:11]([CH2:13][CH2:14][C:15]([NH:38]/[N:37]=[C:24]2\[NH:25][C:26](=[O:36])[C:27]3[NH:28][C:29]([C:32]([F:35])([F:34])[F:33])=[N:30][C:31]=3[N:23]\2[CH2:18][CH2:19][CH2:20][CH2:21][CH3:22])=[O:17])[O:10][N:9]=1)[C:2]1[CH:3]=[CH:4][CH:5]=[CH:6][CH:7]=1. The yield is 0.986. (2) The reactants are [CH3:1][NH:2][CH2:3][C:4]1[CH:5]=[C:6]([C:22]2[CH:27]=[CH:26][CH:25]=[CH:24][CH:23]=2)[N:7]([S:9]([C:12]2[CH:21]=[CH:20][CH:19]=[CH:18][C:13]=2[C:14]([O:16][CH3:17])=[O:15])(=[O:11])=[O:10])[CH:8]=1.C(OCC)(=O)C.[ClH:34]. The catalyst is C(OCC)(=O)C. The product is [ClH:34].[CH3:1][NH:2][CH2:3][C:4]1[CH:5]=[C:6]([C:22]2[CH:27]=[CH:26][CH:25]=[CH:24][CH:23]=2)[N:7]([S:9]([C:12]2[CH:21]=[CH:20][CH:19]=[CH:18][C:13]=2[C:14]([O:16][CH3:17])=[O:15])(=[O:10])=[O:11])[CH:8]=1. The yield is 0.600. (3) The reactants are [O:1]=[S:2]1(=[O:37])[CH2:7][CH2:6][CH:5]([NH:8][S:9]([C:12]2[CH:17]=[CH:16][C:15]([C:18]3[CH:23]=[CH:22][N:21]=[C:20]4[N:24]([S:28]([C:31]5[CH:36]=[CH:35][CH:34]=[CH:33][CH:32]=5)(=[O:30])=[O:29])[C:25]([CH3:27])=[CH:26][C:19]=34)=[CH:14][CH:13]=2)(=[O:11])=[O:10])[CH2:4][CH2:3]1.[C:38](=O)([O-])[O-].[Cs+].[Cs+].CI. The catalyst is C(Cl)Cl. The product is [O:37]=[S:2]1(=[O:1])[CH2:3][CH2:4][CH:5]([N:8]([CH3:38])[S:9]([C:12]2[CH:17]=[CH:16][C:15]([C:18]3[CH:23]=[CH:22][N:21]=[C:20]4[N:24]([S:28]([C:31]5[CH:32]=[CH:33][CH:34]=[CH:35][CH:36]=5)(=[O:29])=[O:30])[C:25]([CH3:27])=[CH:26][C:19]=34)=[CH:14][CH:13]=2)(=[O:11])=[O:10])[CH2:6][CH2:7]1. The yield is 1.00. (4) The reactants are [C:1]([N:4]1[C:13]2[C:8](=[C:9]([O:32][C:33]3[CH:38]=[CH:37][CH:36]=[CH:35][C:34]=3[F:39])[C:10]([C:14]3[CH:15]=[N:16][N:17]([CH:19]4[CH2:24][CH2:23][N:22](C(OC(C)(C)C)=O)[CH2:21][CH2:20]4)[CH:18]=3)=[CH:11][CH:12]=2)[CH2:7][CH2:6][C@@H:5]1[CH3:40])(=[O:3])[CH3:2].FC(F)(F)C(O)=O.C(=O)([O-])[O-].[K+].[K+]. The catalyst is ClCCl. The product is [F:39][C:34]1[CH:35]=[CH:36][CH:37]=[CH:38][C:33]=1[O:32][C:9]1[C:10]([C:14]2[CH:15]=[N:16][N:17]([CH:19]3[CH2:24][CH2:23][NH:22][CH2:21][CH2:20]3)[CH:18]=2)=[CH:11][CH:12]=[C:13]2[C:8]=1[CH2:7][CH2:6][C@H:5]([CH3:40])[N:4]2[C:1](=[O:3])[CH3:2]. The yield is 0.470. (5) The reactants are [F:1][C:2]([F:7])([F:6])[C:3](O)=O.[Cl:8][C:9]1[CH:14]=[CH:13][C:12]([C:15]2([C:39]#[N:40])[CH:19]([CH2:20][C:21]([CH3:24])([CH3:23])[CH3:22])[NH:18][CH:17]([C:25](O)=[O:26])[CH:16]2[C:28]2[CH:33]=[CH:32][C:31](C(F)(F)F)=[C:30]([Cl:38])[CH:29]=2)=C(F)[CH:10]=1.CC1(C)[O:47][C@@H:46]([CH2:48][CH2:49][NH2:50])[CH2:45][O:44]1.CN(C(ON1N=NC2C=CC=NC1=2)=[N+](C)C)C.[F:69][P-](F)(F)(F)(F)F.CCN(C(C)C)C(C)C.Cl. The catalyst is C(Cl)Cl.O1CCCC1. The product is [OH:47][C@H:46]([CH2:45][OH:44])[CH2:48][CH2:49][NH:50][C:25]([CH:17]1[CH:16]([C:28]2[CH:33]=[CH:32][C:31]([F:69])=[C:30]([Cl:38])[CH:29]=2)[C:15]([C:12]2[CH:13]=[CH:14][C:9]([Cl:8])=[CH:10][C:3]=2[C:2]([F:7])([F:6])[F:1])([C:39]#[N:40])[CH:19]([CH2:20][C:21]([CH3:23])([CH3:24])[CH3:22])[NH:18]1)=[O:26]. The yield is 0.730. (6) The reactants are [NH2:1][CH2:2][CH2:3][CH2:4][CH2:5][CH2:6][CH2:7][CH2:8][CH2:9][CH2:10][CH2:11][CH2:12][C:13]([O:15][CH3:16])=[O:14].[C:17]([C:20]1[CH:25]=[CH:24][C:23]([B:26]([OH:28])[OH:27])=[CH:22][C:21]=1[F:29])(O)=[O:18].CN(C(ON1N=NC2C=CC=CC1=2)=[N+](C)C)C.[B-](F)(F)(F)F.CO. The catalyst is CN(C=O)C.N1C=CC=CC=1.C(Cl)Cl. The product is [F:29][C:21]1[CH:22]=[C:23]([B:26]([OH:28])[OH:27])[CH:24]=[CH:25][C:20]=1[C:17](=[O:18])[NH:1][CH2:2][CH2:3][CH2:4][CH2:5][CH2:6][CH2:7][CH2:8][CH2:9][CH2:10][CH2:11][CH2:12][C:13]([O:15][CH3:16])=[O:14]. The yield is 0.850.